From a dataset of Catalyst prediction with 721,799 reactions and 888 catalyst types from USPTO. Predict which catalyst facilitates the given reaction. (1) Reactant: C[Si]([Cl:5])(C)C.[CH3:6][O:7][C:8](=[O:55])[C@@H:9]([NH:33][C:34]([C:36]1[C:37]([CH3:54])=[N:38][C:39]([NH:43][CH2:44][CH2:45][CH2:46][C:47]2[CH:52]=[CH:51][CH:50]=[C:49]([OH:53])[CH:48]=2)=[N:40][C:41]=1[CH3:42])=[O:35])[CH2:10][NH:11][C:12](=[O:32])[C:13]1[CH:18]=[C:17]([OH:19])[CH:16]=[C:15]([O:20][CH2:21][CH2:22][CH2:23][NH:24]C(OC(C)(C)C)=O)[CH:14]=1. Product: [ClH:5].[CH3:6][O:7][C:8](=[O:55])[C@@H:9]([NH:33][C:34]([C:36]1[C:37]([CH3:54])=[N:38][C:39]([NH:43][CH2:44][CH2:45][CH2:46][C:47]2[CH:52]=[CH:51][CH:50]=[C:49]([OH:53])[CH:48]=2)=[N:40][C:41]=1[CH3:42])=[O:35])[CH2:10][NH:11][C:12](=[O:32])[C:13]1[CH:18]=[C:17]([OH:19])[CH:16]=[C:15]([O:20][CH2:21][CH2:22][CH2:23][NH2:24])[CH:14]=1. The catalyst class is: 5. (2) Reactant: [NH2:1][C:2]1[N:7]([CH2:8][C:9]([CH3:11])=[CH2:10])[C:6](=[O:12])[N:5]([CH3:13])[C:4](=[O:14])[CH:3]=1.Cl.[N:16]([O-])=O.[Na+].N(N1C(=O)C=CNC1=O)=O.S(S([O-])=O)([O-])=O.[Na+].[Na+]. Product: [NH2:16][C:3]1[C:4](=[O:14])[N:5]([CH3:13])[C:6](=[O:12])[N:7]([CH2:8][C:9]([CH3:11])=[CH2:10])[C:2]=1[NH2:1]. The catalyst class is: 6. (3) Reactant: C(N(CC)CC)C.[Cl:8][C:9]1[CH:17]=[CH:16][C:12]([C:13](O)=[O:14])=[CH:11][C:10]=1[NH:18][C:19]([C:21]1[C:32](=[O:33])[NH:31][C:24]2[N:25]=[C:26]([O:29][CH3:30])[N:27]=[CH:28][C:23]=2[CH:22]=1)=[O:20].CN(C(ON1N=NC2C=CC=NC1=2)=[N+](C)C)C.F[P-](F)(F)(F)(F)F.[NH2:58][CH:59]([CH:69]1[CH2:74][CH2:73][CH2:72][CH2:71][CH2:70]1)[CH2:60][NH:61][C:62](=[O:68])[O:63][C:64]([CH3:67])([CH3:66])[CH3:65]. Product: [Cl:8][C:9]1[CH:17]=[CH:16][C:12]([C:13]([NH:58][CH:59]([CH:69]2[CH2:74][CH2:73][CH2:72][CH2:71][CH2:70]2)[CH2:60][NH:61][C:62](=[O:68])[O:63][C:64]([CH3:67])([CH3:65])[CH3:66])=[O:14])=[CH:11][C:10]=1[NH:18][C:19]([C:21]1[C:32](=[O:33])[NH:31][C:24]2[N:25]=[C:26]([O:29][CH3:30])[N:27]=[CH:28][C:23]=2[CH:22]=1)=[O:20]. The catalyst class is: 3. (4) Reactant: [CH3:1][C:2]1[CH:6]=[C:5]([CH3:7])[NH:4][C:3]=1[CH:8]=[C:9]1[C:17]2[C:12](=[CH:13][CH:14]=[CH:15][CH:16]=2)[N:11]([OH:18])[C:10]1=[O:19].[C:20](OC(=O)C)(=[O:22])[CH3:21].C(N(CC)CC)C. Product: [CH3:1][C:2]1[CH:6]=[C:5]([CH3:7])[NH:4][C:3]=1[CH:8]=[C:9]1[C:17]2[C:12](=[CH:13][CH:14]=[CH:15][CH:16]=2)[N:11]([O:18][C:20](=[O:22])[CH3:21])[C:10]1=[O:19]. The catalyst class is: 10. (5) Reactant: [N+:1]([C:4]1[CH:5]=[C:6]([C:22](O)=[O:23])[C:7]([C:10]2[C:11]([C:19](O)=[O:20])=[CH:12][C:13]([N+:16]([O-:18])=[O:17])=[CH:14][CH:15]=2)=[CH:8][CH:9]=1)([O-:3])=[O:2].O.Cl. Product: [N+:1]([C:4]1[CH:5]=[C:6]([CH2:22][OH:23])[C:7]([C:10]2[C:11]([CH2:19][OH:20])=[CH:12][C:13]([N+:16]([O-:18])=[O:17])=[CH:14][CH:15]=2)=[CH:8][CH:9]=1)([O-:3])=[O:2]. The catalyst class is: 1. (6) Reactant: [N:1]1[C:6]2[S:7][CH:8]=[CH:9][C:5]=2[C:4]([NH:10][CH:11]2[CH2:16][CH2:15][N:14]([C:17]([O:19][C:20]([CH3:23])([CH3:22])[CH3:21])=[O:18])[CH2:13][CH2:12]2)=[N:3][CH:2]=1.[Cl:24]N1C(=O)CCC1=O. Product: [Cl:24][C:8]1[S:7][C:6]2[N:1]=[CH:2][N:3]=[C:4]([NH:10][CH:11]3[CH2:12][CH2:13][N:14]([C:17]([O:19][C:20]([CH3:23])([CH3:22])[CH3:21])=[O:18])[CH2:15][CH2:16]3)[C:5]=2[CH:9]=1. The catalyst class is: 15. (7) Reactant: C(N(CC)CC)C.[F:8][C:9]1[CH:29]=[C:28]([F:30])[CH:27]=[CH:26][C:10]=1[O:11][C:12]1[CH:17]=[CH:16][C:15]([C:18](OC)=[C:19]([C:22]#[N:23])[C:20]#[N:21])=[CH:14][CH:13]=1.Cl.[CH2:32]([O:39][C:40]([N:42]1[CH2:47][CH2:46][CH2:45][CH:44]([NH:48][NH2:49])[CH2:43]1)=[O:41])[C:33]1[CH:38]=[CH:37][CH:36]=[CH:35][CH:34]=1. Product: [NH2:23][C:22]1[N:48]([CH:44]2[CH2:45][CH2:46][CH2:47][N:42]([C:40]([O:39][CH2:32][C:33]3[CH:38]=[CH:37][CH:36]=[CH:35][CH:34]=3)=[O:41])[CH2:43]2)[N:49]=[C:18]([C:15]2[CH:14]=[CH:13][C:12]([O:11][C:10]3[CH:26]=[CH:27][C:28]([F:30])=[CH:29][C:9]=3[F:8])=[CH:17][CH:16]=2)[C:19]=1[C:20]#[N:21]. The catalyst class is: 8. (8) Reactant: C[O:2][C:3](=[O:31])[CH:4]([O:6][C:7]1[CH:16]=[CH:15][C:14]([Cl:17])=[C:13]2[C:8]=1[C:9]([CH3:30])=[C:10]([CH2:22][C:23]1[CH:28]=[CH:27][C:26]([Cl:29])=[CH:25][CH:24]=1)[C:11]([O:18][CH:19]([F:21])[F:20])=[N:12]2)[CH3:5].[OH-].[Li+].P([O-])(O)(O)=O.[Na+]. Product: [Cl:17][C:14]1[CH:15]=[CH:16][C:7]([O:6][CH:4]([CH3:5])[C:3]([OH:31])=[O:2])=[C:8]2[C:13]=1[N:12]=[C:11]([O:18][CH:19]([F:20])[F:21])[C:10]([CH2:22][C:23]1[CH:24]=[CH:25][C:26]([Cl:29])=[CH:27][CH:28]=1)=[C:9]2[CH3:30]. The catalyst class is: 7. (9) Reactant: Cl.[CH3:2][O:3][C:4]([C@H:6]1[CH2:11][NH:10][CH2:9][C:8](=[O:12])[N:7]1[CH2:13][CH:14]1[CH2:19][CH2:18][N:17]([C:20]2[CH:25]=[CH:24][C:23](=[O:26])[N:22]([CH3:27])[N:21]=2)[CH2:16][CH2:15]1)=[O:5].C(N(CC)CC)C.[C:35]1([S:41]([N:44]2[C:52]3[C:47](=[CH:48][C:49]([Cl:53])=[CH:50][CH:51]=3)[CH:46]=[C:45]2[S:54](Cl)(=[O:56])=[O:55])(=[O:43])=[O:42])[CH:40]=[CH:39][CH:38]=[CH:37][CH:36]=1. Product: [CH3:2][O:3][C:4]([C@H:6]1[CH2:11][N:10]([S:54]([C:45]2[N:44]([S:41]([C:35]3[CH:40]=[CH:39][CH:38]=[CH:37][CH:36]=3)(=[O:43])=[O:42])[C:52]3[C:47]([CH:46]=2)=[CH:48][C:49]([Cl:53])=[CH:50][CH:51]=3)(=[O:56])=[O:55])[CH2:9][C:8](=[O:12])[N:7]1[CH2:13][CH:14]1[CH2:19][CH2:18][N:17]([C:20]2[CH:25]=[CH:24][C:23](=[O:26])[N:22]([CH3:27])[N:21]=2)[CH2:16][CH2:15]1)=[O:5]. The catalyst class is: 4.